This data is from Reaction yield outcomes from USPTO patents with 853,638 reactions. The task is: Predict the reaction yield, written as a fraction of the theoretical maximum amount of product (1.0 means a 100% yield; for example, 0.34 means a 34% yield). (1) The reactants are [CH3:1][O:2][C:3]([C:5]1[S:9][C:8]([N:10]2[C:14]3[CH:15]=[C:16]([O:19][CH:20]4[CH2:25][CH2:24][N:23](C(OC(C)(C)C)=O)[CH2:22][CH2:21]4)[CH:17]=[CH:18][C:13]=3[N:12]=[CH:11]2)=[CH:7][C:6]=1[O:33][C@@H:34]([C:36]1[CH:41]=[CH:40][CH:39]=[CH:38][C:37]=1[C:42]([F:45])([F:44])[F:43])[CH3:35])=[O:4].FC(F)(F)C(O)=O.[OH-].[Na+].C([O-])(O)=O.[Na+]. The catalyst is C(Cl)Cl. The product is [NH:23]1[CH2:22][CH2:21][CH:20]([O:19][C:16]2[CH:17]=[CH:18][C:13]3[N:12]=[CH:11][N:10]([C:8]4[S:9][C:5]([C:3]([O:2][CH3:1])=[O:4])=[C:6]([O:33][C@@H:34]([C:36]5[CH:41]=[CH:40][CH:39]=[CH:38][C:37]=5[C:42]([F:45])([F:43])[F:44])[CH3:35])[CH:7]=4)[C:14]=3[CH:15]=2)[CH2:25][CH2:24]1. The yield is 0.880. (2) The reactants are [CH3:1][O:2][C:3](=[O:23])[NH:4][CH:5]([C:9]([N:11]1[CH2:15][CH2:14][CH2:13][CH:12]1[C:16]1[NH:17][C:18]([C:21]#[CH:22])=[CH:19][N:20]=1)=[O:10])[CH:6]([CH3:8])[CH3:7].[CH3:24][O:25][C:26](=[O:55])[NH:27][CH:28]([C:32]([N:34]1[CH2:38][CH2:37][CH2:36][CH:35]1[C:39]1[NH:43][C:42]2[CH:44]=[C:45]([C:48]3[CH:53]=[CH:52][C:51](Br)=[CH:50][CH:49]=3)[CH:46]=[CH:47][C:41]=2[N:40]=1)=[O:33])[CH:29]([CH3:31])[CH3:30].C(N(CC)CC)C.O. The catalyst is CN(C=O)C.C1C=CC([P]([Pd]([P](C2C=CC=CC=2)(C2C=CC=CC=2)C2C=CC=CC=2)([P](C2C=CC=CC=2)(C2C=CC=CC=2)C2C=CC=CC=2)[P](C2C=CC=CC=2)(C2C=CC=CC=2)C2C=CC=CC=2)(C2C=CC=CC=2)C2C=CC=CC=2)=CC=1.[Cu]I. The product is [CH3:24][O:25][C:26](=[O:55])[NH:27][CH:28]([C:32]([N:34]1[CH2:38][CH2:37][CH2:36][CH:35]1[C:39]1[NH:43][C:42]2[CH:44]=[C:45]([C:48]3[CH:53]=[CH:52][C:51]([C:22]#[C:21][C:18]4[NH:17][C:16]([CH:12]5[CH2:13][CH2:14][CH2:15][N:11]5[C:9](=[O:10])[CH:5]([NH:4][C:3]([O:2][CH3:1])=[O:23])[CH:6]([CH3:8])[CH3:7])=[N:20][CH:19]=4)=[CH:50][CH:49]=3)[CH:46]=[CH:47][C:41]=2[N:40]=1)=[O:33])[CH:29]([CH3:31])[CH3:30]. The yield is 0.110. (3) The reactants are [Li+].[OH-].[S:3]1[C:7]2[CH:8]=[CH:9][CH:10]=[CH:11][C:6]=2[N:5]=[C:4]1[NH:12][C:13]([N:15]1[C:24]2[C:19](=[CH:20][CH:21]=[C:22]([C:25]3[N:30]=[C:29]([C:31]([O:33]C)=[O:32])[C:28]([O:35][CH2:36][CH2:37][CH2:38][O:39][C:40]4[CH:45]=[CH:44][CH:43]=[CH:42][CH:41]=4)=[CH:27][CH:26]=3)[CH:23]=2)[N:18]([CH3:46])[CH2:17][CH2:16]1)=[O:14].Cl. The catalyst is CO.O. The product is [S:3]1[C:7]2[CH:8]=[CH:9][CH:10]=[CH:11][C:6]=2[N:5]=[C:4]1[NH:12][C:13]([N:15]1[C:24]2[C:19](=[CH:20][CH:21]=[C:22]([C:25]3[N:30]=[C:29]([C:31]([OH:33])=[O:32])[C:28]([O:35][CH2:36][CH2:37][CH2:38][O:39][C:40]4[CH:41]=[CH:42][CH:43]=[CH:44][CH:45]=4)=[CH:27][CH:26]=3)[CH:23]=2)[N:18]([CH3:46])[CH2:17][CH2:16]1)=[O:14]. The yield is 0.610.